This data is from Forward reaction prediction with 1.9M reactions from USPTO patents (1976-2016). The task is: Predict the product of the given reaction. Given the reactants Br[C:2]1[CH:3]=[C:4]2[C:8](=[CH:9][CH:10]=1)[N:7]([CH2:11][CH3:12])[CH:6]=[C:5]2[C:13]#[N:14].[S:15]1[CH:19]=[CH:18][C:17](B(O)O)=[CH:16]1.[F-].[Cs+], predict the reaction product. The product is: [CH2:11]([N:7]1[C:8]2[C:4](=[CH:3][C:2]([C:17]3[CH:18]=[CH:19][S:15][CH:16]=3)=[CH:10][CH:9]=2)[C:5]([C:13]#[N:14])=[CH:6]1)[CH3:12].